From a dataset of Reaction yield outcomes from USPTO patents with 853,638 reactions. Predict the reaction yield, written as a fraction of the theoretical maximum amount of product (1.0 means a 100% yield; for example, 0.34 means a 34% yield). (1) The reactants are [CH:1]1([C:6]([C:8]2[CH:13]=[C:12]([CH3:14])[CH:11]=[CH:10][C:9]=2[NH:15][C:16](=[O:30])[NH:17][C:18]2[S:19][CH:20]=[C:21]([CH2:23][CH2:24]OS(C)(=O)=O)[N:22]=2)=[O:7])[CH2:5][CH2:4][CH2:3][CH2:2]1.[CH3:31][N:32]1[CH:36]=[CH:35][N:34]=[C:33]1[SH:37]. No catalyst specified. The product is [CH:1]1([C:6]([C:8]2[CH:13]=[C:12]([CH3:14])[CH:11]=[CH:10][C:9]=2[NH:15][C:16]([NH:17][C:18]2[S:19][CH:20]=[C:21]([CH2:23][CH2:24][S:37][C:33]3[N:32]([CH3:31])[CH:36]=[CH:35][N:34]=3)[N:22]=2)=[O:30])=[O:7])[CH2:2][CH2:3][CH2:4][CH2:5]1. The yield is 0.430. (2) The catalyst is O.CO. The reactants are [O-]S(S([O-])=O)=O.[Na+].[Na+].C([O-])([O-])=O.[Na+].[Na+].[Cl:15][C:16]1[CH:17]=[CH:18][C:19]([N+:24]([O-])=O)=[C:20]([CH:23]=1)[CH:21]=[O:22]. The product is [NH2:24][C:19]1[CH:18]=[CH:17][C:16]([Cl:15])=[CH:23][C:20]=1[CH:21]=[O:22]. The yield is 0.600. (3) The reactants are [NH2:1][C:2]1[C:3]([F:24])=[C:4]([C:8]2[N:9]=[C:10]([C:20]([CH3:23])([CH3:22])[CH3:21])[S:11][C:12]=2[C:13]2[CH:18]=[CH:17][N:16]=[C:15]([NH2:19])[N:14]=2)[CH:5]=[CH:6][CH:7]=1.[CH3:25][C:26]1[CH:31]=[CH:30][C:29]([F:32])=[CH:28][C:27]=1[S:33](Cl)(=[O:35])=[O:34]. No catalyst specified. The product is [NH2:19][C:15]1[N:14]=[C:13]([C:12]2[S:11][C:10]([C:20]([CH3:21])([CH3:23])[CH3:22])=[N:9][C:8]=2[C:4]2[C:3]([F:24])=[C:2]([NH:1][S:33]([C:27]3[CH:28]=[C:29]([F:32])[CH:30]=[CH:31][C:26]=3[CH3:25])(=[O:34])=[O:35])[CH:7]=[CH:6][CH:5]=2)[CH:18]=[CH:17][N:16]=1. The yield is 0.460.